The task is: Regression. Given a peptide amino acid sequence and an MHC pseudo amino acid sequence, predict their binding affinity value. This is MHC class II binding data.. This data is from Peptide-MHC class II binding affinity with 134,281 pairs from IEDB. The peptide sequence is GELQIVDKIDAACKI. The binding affinity (normalized) is 0.367. The MHC is DRB1_0802 with pseudo-sequence DRB1_0802.